This data is from Catalyst prediction with 721,799 reactions and 888 catalyst types from USPTO. The task is: Predict which catalyst facilitates the given reaction. (1) Reactant: [CH2:1]([NH:4][C:5]([C:7]1([C:10](OCC)=[O:11])[CH2:9][CH2:8]1)=[O:6])[CH2:2][CH3:3].[BH4-].[Na+]. Product: [OH:11][CH2:10][C:7]1([C:5]([NH:4][CH2:1][CH2:2][CH3:3])=[O:6])[CH2:8][CH2:9]1. The catalyst class is: 14. (2) Reactant: [F:1][C:2]1[CH:7]=[C:6]([S:8][CH3:9])[CH:5]=[CH:4][C:3]=1[NH:10][C:11]1[C:15]2[CH:16]=[N:17][CH:18]=[CH:19][C:14]=2[S:13][C:12]=1[C:20](O)=[O:21].C(Cl)(=O)C(Cl)=O.[CH:29]([O:31][CH2:32][CH2:33][O:34][NH2:35])=[CH2:30].CCN(C(C)C)C(C)C. Product: [CH:29]([O:31][CH2:32][CH2:33][O:34][NH:35][C:20]([C:12]1[S:13][C:14]2[CH:19]=[CH:18][N:17]=[CH:16][C:15]=2[C:11]=1[NH:10][C:3]1[CH:4]=[CH:5][C:6]([S:8][CH3:9])=[CH:7][C:2]=1[F:1])=[O:21])=[CH2:30]. The catalyst class is: 139. (3) Reactant: C[N:2](C)[CH:3]=[C:4]([C:7]([C:9]1[S:10][CH:11]=[CH:12][CH:13]=1)=[O:8])[C:5]#[N:6].[N+:15]([O-])(O)=O.NNC(N)=N.[OH-].[Na+]. The catalyst class is: 8. Product: [NH2:2][C:3]1[C:4]([C:7]([C:9]2[S:10][CH:11]=[CH:12][CH:13]=2)=[O:8])=[CH:5][NH:6][N:15]=1. (4) Reactant: [Cl:1][C:2]1[N:7]=[C:6]([NH2:8])[CH:5]=[C:4]([Cl:9])[N:3]=1.CC1(C)C(C)(C)OB([C:18]2[CH:19]=[N:20][N:21]([CH2:23][O:24][CH2:25][CH2:26][Si:27]([CH3:30])([CH3:29])[CH3:28])[CH:22]=2)O1.[O-]P([O-])([O-])=O.[K+].[K+].[K+].O1CCOCC1.O. Product: [Cl:9][C:4]1[N:3]=[C:2]([C:18]2[CH:19]=[N:20][N:21]([CH2:23][O:24][CH2:25][CH2:26][Si:27]([CH3:30])([CH3:29])[CH3:28])[CH:22]=2)[N:7]=[C:6]([NH2:8])[CH:5]=1.[Cl:1][C:2]1[N:7]=[C:6]([NH2:8])[CH:5]=[C:4]([C:18]2[CH:19]=[N:20][N:21]([CH2:23][O:24][CH2:25][CH2:26][Si:27]([CH3:30])([CH3:29])[CH3:28])[CH:22]=2)[N:3]=1. The catalyst class is: 73. (5) Reactant: [CH:1]1([NH:7][C:8]2[C:9]3[CH:25]=[N:24][N:23]([CH2:26][CH3:27])[C:10]=3[N:11]=[CH:12][C:13]=2[C:14]2[CH2:18][C:17]3([CH2:22][CH2:21][S:20][CH2:19]3)[O:16][N:15]=2)[CH2:6][CH2:5][CH2:4][CH2:3][CH2:2]1.O.I([O-])(=O)(=O)=[O:30].[Na+]. Product: [CH:1]1([NH:7][C:8]2[C:9]3[CH:25]=[N:24][N:23]([CH2:26][CH3:27])[C:10]=3[N:11]=[CH:12][C:13]=2[C:14]2[CH2:18][C:17]3([CH2:22][CH2:21][S:20](=[O:30])[CH2:19]3)[O:16][N:15]=2)[CH2:2][CH2:3][CH2:4][CH2:5][CH2:6]1. The catalyst class is: 5. (6) Reactant: [N:1]1([C:7]2[CH:12]=[CH:11][C:10]([C:13]3[N:14]([CH2:26][C:27]4[C:32]([F:33])=[CH:31][C:30]([F:34])=[CH:29][C:28]=4[F:35])[N:15]=[C:16]4[C:21]=3[CH:20]=[CH:19][CH:18]=[C:17]4[C:22]([F:25])([F:24])[F:23])=[CH:9][CH:8]=2)[CH2:6][CH2:5][NH:4][CH2:3][CH2:2]1.[C:36](Cl)(=[O:43])[C:37]1[CH:42]=[CH:41][CH:40]=[CH:39][CH:38]=1.C(N(C(C)C)CC)(C)C.C1COCC1. Product: [C:36]([N:4]1[CH2:5][CH2:6][N:1]([C:7]2[CH:8]=[CH:9][C:10]([C:13]3[N:14]([CH2:26][C:27]4[C:28]([F:35])=[CH:29][C:30]([F:34])=[CH:31][C:32]=4[F:33])[N:15]=[C:16]4[C:21]=3[CH:20]=[CH:19][CH:18]=[C:17]4[C:22]([F:23])([F:24])[F:25])=[CH:11][CH:12]=2)[CH2:2][CH2:3]1)(=[O:43])[C:37]1[CH:42]=[CH:41][CH:40]=[CH:39][CH:38]=1. The catalyst class is: 84. (7) Reactant: [F:1][C:2]1[CH:3]=[C:4]([C:33]2[C:34]([C:39]#[N:40])=[CH:35][CH:36]=[CH:37][CH:38]=2)[CH:5]=[CH:6][C:7]=1[CH2:8][C:9]1[C:10](=[O:32])[N:11]([C@H:21]2[CH2:26][CH2:25][C@H:24]([O:27][CH:28]([CH3:31])[CH2:29][OH:30])[CH2:23][CH2:22]2)[C:12]2[N:13]([N:18]=[CH:19][N:20]=2)[C:14]=1[CH2:15][CH2:16][CH3:17].[CH3:41]C(OI1(OC(C)=O)(OC(C)=O)OC(=O)C2C=CC=CC1=2)=O.C(=O)([O-])O.[Na+].S([O-])([O-])(=O)=S.[Na+].[Na+]. Product: [F:1][C:2]1[CH:3]=[C:4]([C:33]2[C:34]([C:39]#[N:40])=[CH:35][CH:36]=[CH:37][CH:38]=2)[CH:5]=[CH:6][C:7]=1[CH2:8][C:9]1[C:10](=[O:32])[N:11]([C@H:21]2[CH2:26][CH2:25][C@H:24]([O:27][CH:28]([CH:29]3[CH2:41][O:30]3)[CH3:31])[CH2:23][CH2:22]2)[C:12]2[N:13]([N:18]=[CH:19][N:20]=2)[C:14]=1[CH2:15][CH2:16][CH3:17]. The catalyst class is: 10.